This data is from Full USPTO retrosynthesis dataset with 1.9M reactions from patents (1976-2016). The task is: Predict the reactants needed to synthesize the given product. Given the product [NH2:1][C:2]1[CH:10]=[CH:9][C:5]([C:6]([NH:23][CH:22]2[CH2:18][C@H:16]3[N:15]([CH3:14])[C@H:19]([CH2:21][CH2:46][CH2:17]3)[CH2:20]2)=[O:8])=[CH:4][C:3]=1[O:11][CH3:12], predict the reactants needed to synthesize it. The reactants are: [NH2:1][C:2]1[CH:10]=[CH:9][C:5]([C:6]([OH:8])=O)=[CH:4][C:3]=1[O:11][CH3:12].C[CH2:14][N:15]([CH:19]([CH3:21])[CH3:20])[CH:16]([CH3:18])[CH3:17].[CH3:22][N:23](C(ON1N=NC2C=CC=NC1=2)=[N+](C)C)C.F[P-](F)(F)(F)(F)F.[CH3:46]N(C=O)C.